Predict the product of the given reaction. From a dataset of Forward reaction prediction with 1.9M reactions from USPTO patents (1976-2016). (1) Given the reactants O[CH:2]1[CH2:7][CH2:6][CH2:5][C:4]([CH3:13])([C:8]([O:10][CH2:11][CH3:12])=[O:9])[CH2:3]1.C1(P(C2C=CC=CC=2)C2C=CC=CC=2)C=CC=CC=1.CCOC(/N=N/C(OCC)=O)=O.C1(P([N:59]=[N+:60]=[N-:61])(C2C=CC=CC=2)=O)C=CC=CC=1, predict the reaction product. The product is: [N:59]([CH:2]1[CH2:7][CH2:6][CH2:5][C:4]([CH3:13])([C:8]([O:10][CH2:11][CH3:12])=[O:9])[CH2:3]1)=[N+:60]=[N-:61]. (2) Given the reactants OC(C(F)(F)F)=O.[NH2:8][C@@H:9]1[CH2:13][CH2:12][CH2:11][C@H:10]1[OH:14].[Cl:15][C:16]1[CH:17]=[CH:18][C:19]([C@@:22]([NH:44][C:45](=O)[O:46]C2C=CC([N+]([O-])=O)=CC=2)([C:30]2[CH:35]=[C:34]([O:36][C:37]([F:42])([F:41])[CH:38]([F:40])[F:39])[CH:33]=[C:32]([F:43])[CH:31]=2)[CH2:23][C:24]2[CH:29]=[CH:28][CH:27]=[CH:26][CH:25]=2)=[N:20][CH:21]=1, predict the reaction product. The product is: [Cl:15][C:16]1[CH:17]=[CH:18][C:19]([C@@:22]([NH:44][C:45]([NH:8][C@@H:9]2[CH2:13][CH2:12][CH2:11][C@H:10]2[OH:14])=[O:46])([C:30]2[CH:35]=[C:34]([O:36][C:37]([F:42])([F:41])[CH:38]([F:40])[F:39])[CH:33]=[C:32]([F:43])[CH:31]=2)[CH2:23][C:24]2[CH:29]=[CH:28][CH:27]=[CH:26][CH:25]=2)=[N:20][CH:21]=1.